From a dataset of Reaction yield outcomes from USPTO patents with 853,638 reactions. Predict the reaction yield, written as a fraction of the theoretical maximum amount of product (1.0 means a 100% yield; for example, 0.34 means a 34% yield). (1) The reactants are Br[C:2]1[C:7]2[CH:8]=[CH:9][O:10][C:6]=2[C:5]([Br:11])=[CH:4][N:3]=1.C(O[Na])=O. The catalyst is CN(C=O)C.O.CCOC(C)=O.C1C=CC([P]([Pd]([P](C2C=CC=CC=2)(C2C=CC=CC=2)C2C=CC=CC=2)([P](C2C=CC=CC=2)(C2C=CC=CC=2)C2C=CC=CC=2)[P](C2C=CC=CC=2)(C2C=CC=CC=2)C2C=CC=CC=2)(C2C=CC=CC=2)C2C=CC=CC=2)=CC=1. The product is [Br:11][C:5]1[C:6]2[O:10][CH:9]=[CH:8][C:7]=2[CH:2]=[N:3][CH:4]=1. The yield is 0.770. (2) The yield is 1.00. The reactants are C([N:8]1[CH2:13][CH2:12][N:11]([C:14]2([CH3:27])[CH2:19][CH2:18][N:17]([C:20]([O:22][C:23]([CH3:26])([CH3:25])[CH3:24])=[O:21])[CH2:16][CH2:15]2)[CH2:10][C@@H:9]1[CH3:28])C1C=CC=CC=1.C(O)(=O)C. The product is [CH3:27][C:14]1([N:11]2[CH2:12][CH2:13][NH:8][C@@H:9]([CH3:28])[CH2:10]2)[CH2:19][CH2:18][N:17]([C:20]([O:22][C:23]([CH3:24])([CH3:25])[CH3:26])=[O:21])[CH2:16][CH2:15]1. The catalyst is CO.